This data is from Full USPTO retrosynthesis dataset with 1.9M reactions from patents (1976-2016). The task is: Predict the reactants needed to synthesize the given product. (1) Given the product [Si:25]([O:42][CH2:43][CH2:44][C@H:45]([O:24][C:19]1[CH:20]=[CH:21][CH:22]=[CH:23][C:18]=1[C:4]1[CH:5]=[CH:6][C:7]([C:8]([O:10][CH2:11][C:12]2[CH:17]=[CH:16][CH:15]=[CH:14][CH:13]=2)=[O:9])=[C:2]([F:1])[CH:3]=1)[CH3:46])([C:38]([CH3:39])([CH3:40])[CH3:41])([C:32]1[CH:33]=[CH:34][CH:35]=[CH:36][CH:37]=1)[C:26]1[CH:31]=[CH:30][CH:29]=[CH:28][CH:27]=1, predict the reactants needed to synthesize it. The reactants are: [F:1][C:2]1[CH:3]=[C:4]([C:18]2[CH:23]=[CH:22][CH:21]=[CH:20][C:19]=2[OH:24])[CH:5]=[CH:6][C:7]=1[C:8]([O:10][CH2:11][C:12]1[CH:17]=[CH:16][CH:15]=[CH:14][CH:13]=1)=[O:9].[Si:25]([O:42][CH2:43][CH2:44][C@@H:45](O)[CH3:46])([C:38]([CH3:41])([CH3:40])[CH3:39])([C:32]1[CH:37]=[CH:36][CH:35]=[CH:34][CH:33]=1)[C:26]1[CH:31]=[CH:30][CH:29]=[CH:28][CH:27]=1.C1(P(C2C=CC=CC=2)C2C=CC=CC=2)C=CC=CC=1.N(C(OC(C)(C)C)=O)=NC(OC(C)(C)C)=O. (2) The reactants are: FC(F)(F)C([O-])=O.[F:8][C:9]1[CH:10]=[C:11]([CH2:16][C@H:17]([NH3+:54])[C:18](=[O:53])[NH:19][C@H:20]2[CH2:45][O:44][C:43](=[O:46])[C@H:42]3[N:38]([CH2:39][C@H:40]([CH3:47])[CH2:41]3)[C:37](=[O:48])[C@H:36]([CH3:49])[NH:35][C:34](=[O:50])[C@H:33]3[N:28]([CH2:29][CH2:30][CH2:31][CH2:32]3)[C:27](=[O:51])[C@H:26]3[N:22]([CH2:23][CH2:24][CH2:25]3)[C:21]2=[O:52])[CH:12]=[C:13]([F:15])[CH:14]=1.[CH:55]1([CH2:61][CH2:62][C:63](O)=[O:64])[CH2:60][CH2:59][CH2:58][CH2:57][CH2:56]1.CN(C(ON1N=NC2C=CC=NC1=2)=[N+](C)C)C.F[P-](F)(F)(F)(F)F.C(N(C(C)C)C(C)C)C. Given the product [F:15][C:13]1[CH:12]=[C:11]([CH2:16][C@H:17]([NH:54][C:63](=[O:64])[CH2:62][CH2:61][CH:55]2[CH2:60][CH2:59][CH2:58][CH2:57][CH2:56]2)[C:18](=[O:53])[NH:19][C@H:20]2[CH2:45][O:44][C:43](=[O:46])[C@H:42]3[N:38]([CH2:39][C@H:40]([CH3:47])[CH2:41]3)[C:37](=[O:48])[C@H:36]([CH3:49])[NH:35][C:34](=[O:50])[C@H:33]3[N:28]([CH2:29][CH2:30][CH2:31][CH2:32]3)[C:27](=[O:51])[C@H:26]3[N:22]([CH2:23][CH2:24][CH2:25]3)[C:21]2=[O:52])[CH:10]=[C:9]([F:8])[CH:14]=1, predict the reactants needed to synthesize it.